The task is: Predict the reaction yield, written as a fraction of the theoretical maximum amount of product (1.0 means a 100% yield; for example, 0.34 means a 34% yield).. This data is from Reaction yield outcomes from USPTO patents with 853,638 reactions. (1) The yield is 0.800. No catalyst specified. The product is [F:44][C:45]([F:50])([F:49])[C:46]([OH:48])=[O:47].[NH2:8][CH2:9][C:10]1[N:19]([CH2:20][CH2:21][CH2:22][CH2:23][CH3:24])[C:18]2=[C:25]3[CH2:34][N:33]4[C:28](=[CH:29][C:30]5[C@:39]([CH2:41][CH3:42])([OH:40])[C:38](=[O:43])[O:37][CH2:36][C:31]=5[C:32]4=[O:35])[C:26]3=[N:27][C:16]3[C:17]2=[C:12]([CH:13]=[CH:14][CH:15]=3)[N:11]=1. The reactants are C(OC([NH:8][CH2:9][C:10]1[N:19]([CH2:20][CH2:21][CH2:22][CH2:23][CH3:24])[C:18]2=[C:25]3[CH2:34][N:33]4[C:28](=[CH:29][C:30]5[C@:39]([CH2:41][CH3:42])([OH:40])[C:38](=[O:43])[O:37][CH2:36][C:31]=5[C:32]4=[O:35])[C:26]3=[N:27][C:16]3[C:17]2=[C:12]([CH:13]=[CH:14][CH:15]=3)[N:11]=1)=O)(C)(C)C.[F:44][C:45]([F:50])([F:49])[C:46]([OH:48])=[O:47]. (2) The reactants are Br[C:2]1[CH:7]=[CH:6][C:5]([N:8]([C:13]2[C:32]([CH:33]3[CH2:35][CH2:34]3)=[CH:31][C:16]3[C:17]([C:27]([NH:29][CH3:30])=[O:28])=[C:18]([C:20]4[CH:25]=[CH:24][C:23]([F:26])=[CH:22][CH:21]=4)[O:19][C:15]=3[CH:14]=2)[S:9]([CH3:12])(=[O:11])=[O:10])=[CH:4][C:3]=1[CH:36]([F:38])[F:37].C([O-])(=O)C.[K+].[B:44]1(B2OC(C)(C)C(C)(C)O2)[O:48]C(C)(C)C(C)(C)[O:45]1. The catalyst is O1CCOCC1.C1C=CC(P(C2C=CC=CC=2)[C-]2C=CC=C2)=CC=1.C1C=CC(P(C2C=CC=CC=2)[C-]2C=CC=C2)=CC=1.Cl[Pd]Cl.[Fe+2].C(Cl)Cl. The product is [CH:33]1([C:32]2[C:13]([N:8]([C:5]3[CH:6]=[CH:7][C:2]([B:44]([OH:48])[OH:45])=[C:3]([CH:36]([F:37])[F:38])[CH:4]=3)[S:9]([CH3:12])(=[O:11])=[O:10])=[CH:14][C:15]3[O:19][C:18]([C:20]4[CH:21]=[CH:22][C:23]([F:26])=[CH:24][CH:25]=4)=[C:17]([C:27](=[O:28])[NH:29][CH3:30])[C:16]=3[CH:31]=2)[CH2:34][CH2:35]1. The yield is 0.450. (3) The reactants are [C:1]([O:5][C:6]([N:8]1[C:16]2[C:11](=[CH:12][CH:13]=[C:14]([CH2:17][OH:18])[CH:15]=2)[CH:10]=[C:9]1[C:19]1[CH:24]=[C:23](C2C=CN=CC=2)[N:22]=[N:21][C:20]=1[O:31][CH3:32])=[O:7])([CH3:4])([CH3:3])[CH3:2].[Cl:33]CCl. The catalyst is [O-2].[Mn+4].[O-2]. The product is [C:1]([O:5][C:6]([N:8]1[C:16]2[C:11](=[CH:12][CH:13]=[C:14]([CH:17]=[O:18])[CH:15]=2)[CH:10]=[C:9]1[C:19]1[CH:24]=[C:23]([Cl:33])[N:22]=[N:21][C:20]=1[O:31][CH3:32])=[O:7])([CH3:4])([CH3:3])[CH3:2]. The yield is 1.00. (4) The reactants are [CH2:1]([O:4][N:5]([C@H:18]1[CH2:23][N:22]([C:24]([O:26][C:27]([CH3:30])([CH3:29])[CH3:28])=[O:25])[C@H:21]([CH2:31][O:32][Si](C(C)(C)C)(C)C)[C:20]([CH3:40])=[CH:19]1)[S:6]([C:9]1[CH:14]=[CH:13][CH:12]=[CH:11][C:10]=1[N+:15]([O-:17])=[O:16])(=[O:8])=[O:7])[CH:2]=[CH2:3].[F-].C([N+](CCCC)(CCCC)CCCC)CCC. The catalyst is C1COCC1. The product is [CH2:1]([O:4][N:5]([C@H:18]1[CH2:23][N:22]([C:24]([O:26][C:27]([CH3:29])([CH3:28])[CH3:30])=[O:25])[C@H:21]([CH2:31][OH:32])[C:20]([CH3:40])=[CH:19]1)[S:6]([C:9]1[CH:14]=[CH:13][CH:12]=[CH:11][C:10]=1[N+:15]([O-:17])=[O:16])(=[O:8])=[O:7])[CH:2]=[CH2:3]. The yield is 0.790. (5) The yield is 0.280. No catalyst specified. The product is [Cl:23][C:18]1[CH:17]=[C:16]([C:14]2[N:15]=[C:11]([C:9]3[CH:10]=[C:5]([C:3]([OH:2])=[O:4])[C:6]([C:24]4[CH:29]=[CH:28][C:27]([C:30](=[O:31])[NH:33][CH:34]5[CH2:39][CH2:38][O:37][CH2:36][CH2:35]5)=[CH:26][CH:25]=4)=[CH:7][CH:8]=3)[S:12][CH:13]=2)[CH:21]=[CH:20][C:19]=1[Cl:22]. The reactants are C[O:2][C:3]([C:5]1[C:6]([C:24]2[CH:29]=[CH:28][C:27]([C:30](O)=[O:31])=[CH:26][CH:25]=2)=[CH:7][CH:8]=[C:9]([C:11]2[S:12][CH:13]=[C:14]([C:16]3[CH:21]=[CH:20][C:19]([Cl:22])=[C:18]([Cl:23])[CH:17]=3)[N:15]=2)[CH:10]=1)=[O:4].[NH2:33][CH:34]1[CH2:39][CH2:38][O:37][CH2:36][CH2:35]1. (6) The reactants are C1(P(C2C=CC=CC=2)C2C=CC=CC=2)C=CC=CC=1.BrN1C(=O)CCC1=O.[CH:28]1(/[CH:33]=[C:34](\[C:38]2[CH:43]=[CH:42][C:41]([N:44]3[C:48]([CH3:49])=[N:47][N:46]=[N:45]3)=[C:40]([S:50]([CH3:53])(=[O:52])=[O:51])[CH:39]=2)/[C:35]([OH:37])=O)[CH2:32][CH2:31][CH2:30][CH2:29]1.[NH2:54][C:55]1[S:56][CH:57]=[CH:58][N:59]=1. The catalyst is C(Cl)Cl. The product is [CH:28]1(/[CH:33]=[C:34](\[C:38]2[CH:43]=[CH:42][C:41]([N:44]3[C:48]([CH3:49])=[N:47][N:46]=[N:45]3)=[C:40]([S:50]([CH3:53])(=[O:52])=[O:51])[CH:39]=2)/[C:35]([NH:54][C:55]2[S:56][CH:57]=[CH:58][N:59]=2)=[O:37])[CH2:29][CH2:30][CH2:31][CH2:32]1. The yield is 0.180.